Dataset: Catalyst prediction with 721,799 reactions and 888 catalyst types from USPTO. Task: Predict which catalyst facilitates the given reaction. (1) Reactant: C([O-])([O-])=O.[K+].[K+].[F:7][C:8]1[CH:13]=[CH:12][C:11]([S:14]([NH:17][C:18]2[CH:23]=[C:22]([N+:24]([O-:26])=[O:25])[CH:21]=[CH:20][C:19]=2[O:27][CH2:28][CH:29]2[CH2:31][O:30]2)(=[O:16])=[O:15])=[CH:10][CH:9]=1. Product: [F:7][C:8]1[CH:13]=[CH:12][C:11]([S:14]([N:17]2[C:18]3[CH:23]=[C:22]([N+:24]([O-:26])=[O:25])[CH:21]=[CH:20][C:19]=3[O:27][CH2:28][CH:29]2[CH2:31][OH:30])(=[O:16])=[O:15])=[CH:10][CH:9]=1. The catalyst class is: 210. (2) Reactant: Br[C:2]1[CH:3]=[CH:4][C:5]2[N:9]=[CH:8][N:7]([CH:10]3[CH2:15][CH2:14][CH2:13][CH2:12][O:11]3)[C:6]=2[CH:16]=1.BrC1C=CC2N(C3CCCCO3)C=NC=2C=1.[CH3:33][C:34]1([CH3:50])[C:38]([CH3:40])([CH3:39])[O:37][B:36]([B:36]2[O:37][C:38]([CH3:40])([CH3:39])[C:34]([CH3:50])([CH3:33])[O:35]2)[O:35]1.C1(P(C2C=CC=CC=2)C2C=CC=CC=2)C=CC=CC=1.P([O-])([O-])([O-])=O.[K+].[K+].[K+].O1CCCCC1N1C2C=C(B3OC(C)(C)C(C)(C)O3)C=CC=2N=C1. Product: [O:11]1[CH2:12][CH2:13][CH2:14][CH2:15][CH:10]1[N:7]1[C:6]2[CH:16]=[CH:2][C:3]([B:36]3[O:37][C:38]([CH3:40])([CH3:39])[C:34]([CH3:50])([CH3:33])[O:35]3)=[CH:4][C:5]=2[N:9]=[CH:8]1. The catalyst class is: 848.